From a dataset of Forward reaction prediction with 1.9M reactions from USPTO patents (1976-2016). Predict the product of the given reaction. (1) Given the reactants [Cl:1][C:2]1[CH:3]=[C:4]([CH:23]=[C:24]([Cl:26])[CH:25]=1)[CH2:5][C:6]1[C:7]([NH:15]C(=O)OC(C)(C)C)=[N:8][N:9]([CH2:12][CH2:13][OH:14])[C:10]=1[CH3:11].Cl, predict the reaction product. The product is: [NH2:15][C:7]1[C:6]([CH2:5][C:4]2[CH:3]=[C:2]([Cl:1])[CH:25]=[C:24]([Cl:26])[CH:23]=2)=[C:10]([CH3:11])[N:9]([CH2:12][CH2:13][OH:14])[N:8]=1. (2) Given the reactants [Cl:1][C:2]1[C:11]2[C:6](=[CH:7][C:8]([F:13])=[CH:9][C:10]=2[F:12])[N:5]=[C:4]([NH:14][C:15]2[CH:20]=[CH:19][CH:18]=[CH:17][N:16]=2)[C:3]=1[CH3:21].CCN(CC)CC.[C:29]([O:33][C:34](O[C:34]([O:33][C:29]([CH3:32])([CH3:31])[CH3:30])=[O:35])=[O:35])([CH3:32])([CH3:31])[CH3:30], predict the reaction product. The product is: [Cl:1][C:2]1[C:11]2[C:6](=[CH:7][C:8]([F:13])=[CH:9][C:10]=2[F:12])[N:5]=[C:4]([N:14]([C:15]2[CH:20]=[CH:19][CH:18]=[CH:17][N:16]=2)[C:34](=[O:35])[O:33][C:29]([CH3:32])([CH3:31])[CH3:30])[C:3]=1[CH3:21]. (3) Given the reactants Cl[C:2]1[N:3]=[C:4]2[CH:12]=[CH:11][N:10]=[CH:9][C:5]2=[N:6][C:7]=1[Cl:8].CC[N:15](C(C)C)[CH:16]([CH3:18])[CH3:17].CC(N)C, predict the reaction product. The product is: [Cl:8][C:7]1[N:6]=[C:5]2[CH:9]=[N:10][CH:11]=[CH:12][C:4]2=[N:3][C:2]=1[NH:15][CH:16]([CH3:18])[CH3:17]. (4) Given the reactants [CH2:1]([O:8][CH2:9][CH2:10][O:11][CH2:12][C:13]1[CH:18]=[CH:17][C:16]([CH:19]2[CH:24]([O:25][CH2:26][C:27]3[CH:36]=[CH:35][C:34]4[C:29](=[CH:30][CH:31]=[CH:32][CH:33]=4)[CH:28]=3)[CH2:23][N:22]([C:37]([O:39][C:40]([CH3:43])([CH3:42])[CH3:41])=[O:38])[CH2:21][CH:20]2[CH2:44][OH:45])=[CH:15][CH:14]=1)[C:2]1[CH:7]=[CH:6][CH:5]=[CH:4][CH:3]=1.[CH3:46]I, predict the reaction product. The product is: [CH2:1]([O:8][CH2:9][CH2:10][O:11][CH2:12][C:13]1[CH:14]=[CH:15][C:16]([CH:19]2[CH:24]([O:25][CH2:26][C:27]3[CH:36]=[CH:35][C:34]4[C:29](=[CH:30][CH:31]=[CH:32][CH:33]=4)[CH:28]=3)[CH2:23][N:22]([C:37]([O:39][C:40]([CH3:41])([CH3:42])[CH3:43])=[O:38])[CH2:21][CH:20]2[CH2:44][O:45][CH3:46])=[CH:17][CH:18]=1)[C:2]1[CH:3]=[CH:4][CH:5]=[CH:6][CH:7]=1. (5) Given the reactants [Cl:1][C:2]1[CH:25]=[CH:24][C:5]([CH2:6][N:7]2[C:15]3[C:10](=[CH:11][C:12](/[CH:16]=[C:17]4/[C:18](=[O:23])[NH:19][C:20](=[O:22])[S:21]/4)=[CH:13][CH:14]=3)[CH:9]=[N:8]2)=[C:4]([C:26]([F:29])([F:28])[F:27])[CH:3]=1.[CH2:30]1[C@@H:35]2[CH2:36][CH2:37][CH2:38][N:34]2[CH2:33][C@H:32]([CH2:39]O)[O:31]1, predict the reaction product. The product is: [Cl:1][C:2]1[CH:25]=[CH:24][C:5]([CH2:6][N:7]2[C:15]3[C:10](=[CH:11][C:12](/[CH:16]=[C:17]4/[C:18](=[O:23])[N:19]([CH2:39][C@@H:32]5[O:31][CH2:30][C@@H:35]6[CH2:36][CH2:37][CH2:38][N:34]6[CH2:33]5)[C:20](=[O:22])[S:21]/4)=[CH:13][CH:14]=3)[CH:9]=[N:8]2)=[C:4]([C:26]([F:27])([F:29])[F:28])[CH:3]=1. (6) Given the reactants Cl[C:2]1[CH:7]=[C:6]([C:8]2[CH:13]=[CH:12][CH:11]=[CH:10][CH:9]=2)[N:5]=[C:4]([NH:14][C:15](=[O:32])[CH2:16][CH2:17][C:18]([C:20]2[CH:25]=[CH:24][C:23]([O:26][CH2:27][CH3:28])=[C:22]([O:29][CH2:30][CH3:31])[CH:21]=2)=[O:19])[CH:3]=1.C1(C2C=CC=CC=2)C=CC=CC=1P(C1CCCCC1)C1CCCCC1.C(=O)([O-])[O-].[K+].[K+].[OH:64][CH2:65][C:66]1[CH:67]=[C:68](B(O)O)[CH:69]=[CH:70][CH:71]=1, predict the reaction product. The product is: [CH2:30]([O:29][C:22]1[CH:21]=[C:20]([C:18](=[O:19])[CH2:17][CH2:16][C:15]([NH:14][C:4]2[CH:3]=[C:2]([C:70]3[CH:69]=[CH:68][CH:67]=[C:66]([CH2:65][OH:64])[CH:71]=3)[CH:7]=[C:6]([C:8]3[CH:13]=[CH:12][CH:11]=[CH:10][CH:9]=3)[N:5]=2)=[O:32])[CH:25]=[CH:24][C:23]=1[O:26][CH2:27][CH3:28])[CH3:31].